This data is from Full USPTO retrosynthesis dataset with 1.9M reactions from patents (1976-2016). The task is: Predict the reactants needed to synthesize the given product. (1) The reactants are: [CH3:1][CH:2]([CH2:19][CH3:20])[C:3]([N:5]1[CH2:10][CH2:9][CH:8]([NH:11]C(=O)OC(C)(C)C)[CH2:7][CH2:6]1)=[O:4]. Given the product [NH2:11][CH:8]1[CH2:9][CH2:10][N:5]([C:3](=[O:4])[CH:2]([CH3:1])[CH2:19][CH3:20])[CH2:6][CH2:7]1, predict the reactants needed to synthesize it. (2) Given the product [Cl:28][C:23]1[CH:22]=[C:21]([NH:20][C:12]2[C:11]3[C:16](=[CH:17][CH:18]=[CH:19][C:10]=3[O:9][CH2:8][C@@H:7]([NH:6][C:1](=[O:5])[CH2:2][OH:3])[CH3:29])[N:15]=[CH:14][N:13]=2)[CH:26]=[CH:25][C:24]=1[OH:27], predict the reactants needed to synthesize it. The reactants are: [C:1]([OH:5])(=O)[CH2:2][OH:3].[NH2:6][C@@H:7]([CH3:29])[CH2:8][O:9][C:10]1[CH:19]=[CH:18][CH:17]=[C:16]2[C:11]=1[C:12]([NH:20][C:21]1[CH:26]=[CH:25][C:24]([OH:27])=[C:23]([Cl:28])[CH:22]=1)=[N:13][CH:14]=[N:15]2. (3) Given the product [Cl:17][C:18]1[N:23]=[C:22]([NH:1][C:2]2[CH:10]=[CH:9][C:8]([N:11]3[CH2:12][CH2:13][O:14][CH2:15][CH2:16]3)=[CH:7][C:3]=2[C:4]([NH2:6])=[O:5])[C:21]([Cl:25])=[CH:20][N:19]=1, predict the reactants needed to synthesize it. The reactants are: [NH2:1][C:2]1[CH:10]=[CH:9][C:8]([N:11]2[CH2:16][CH2:15][O:14][CH2:13][CH2:12]2)=[CH:7][C:3]=1[C:4]([NH2:6])=[O:5].[Cl:17][C:18]1[N:23]=[C:22](Cl)[C:21]([Cl:25])=[CH:20][N:19]=1.C(=O)([O-])[O-].[K+].[K+].